Dataset: Forward reaction prediction with 1.9M reactions from USPTO patents (1976-2016). Task: Predict the product of the given reaction. Given the reactants [CH2:1]([N:4]([CH2:12][CH:13]([CH2:19][CH:20]=[CH2:21])[C:14]([O:16][CH2:17][CH3:18])=[O:15])[C:5]([O:7][C:8]([CH3:11])([CH3:10])[CH3:9])=[O:6])C=C, predict the reaction product. The product is: [CH2:17]([O:16][C:14]([CH:13]1[CH2:19][CH:20]=[CH:21][CH2:1][N:4]([C:5]([O:7][C:8]([CH3:9])([CH3:10])[CH3:11])=[O:6])[CH2:12]1)=[O:15])[CH3:18].